From a dataset of Reaction yield outcomes from USPTO patents with 853,638 reactions. Predict the reaction yield, written as a fraction of the theoretical maximum amount of product (1.0 means a 100% yield; for example, 0.34 means a 34% yield). The reactants are [F:1][CH:2]([F:42])[C:3]1[N:7]([C:8]2[N:13]=[C:12]([N:14]3[CH2:19][CH2:18][O:17][CH2:16][CH2:15]3)[N:11]=[C:10]([N:20]([CH2:27][CH2:28][CH2:29][N:30]3[CH2:35][CH2:34][NH:33][CH2:32][CH2:31]3)[CH:21]3[CH2:26][CH2:25][NH:24][CH2:23][CH2:22]3)[N:9]=2)[C:6]2[CH:36]=[CH:37][CH:38]=[C:39]([O:40][CH3:41])[C:5]=2[N:4]=1.[CH3:43][S:44](Cl)(=[O:46])=[O:45]. The catalyst is C(Cl)Cl. The product is [F:42][CH:2]([F:1])[C:3]1[N:7]([C:8]2[N:13]=[C:12]([N:14]3[CH2:15][CH2:16][O:17][CH2:18][CH2:19]3)[N:11]=[C:10]([N:20]([CH2:27][CH2:28][CH2:29][N:30]3[CH2:31][CH2:32][N:33]([S:44]([CH3:43])(=[O:46])=[O:45])[CH2:34][CH2:35]3)[CH:21]3[CH2:22][CH2:23][N:24]([S:44]([CH3:43])(=[O:46])=[O:45])[CH2:25][CH2:26]3)[N:9]=2)[C:6]2[CH:36]=[CH:37][CH:38]=[C:39]([O:40][CH3:41])[C:5]=2[N:4]=1. The yield is 0.360.